From a dataset of NCI-60 drug combinations with 297,098 pairs across 59 cell lines. Regression. Given two drug SMILES strings and cell line genomic features, predict the synergy score measuring deviation from expected non-interaction effect. (1) Drug 1: C1=CC(=CC=C1CCC2=CNC3=C2C(=O)NC(=N3)N)C(=O)NC(CCC(=O)O)C(=O)O. Drug 2: CCC1(C2=C(COC1=O)C(=O)N3CC4=CC5=C(C=CC(=C5CN(C)C)O)N=C4C3=C2)O.Cl. Cell line: OVCAR3. Synergy scores: CSS=43.4, Synergy_ZIP=-7.49, Synergy_Bliss=-3.02, Synergy_Loewe=1.80, Synergy_HSA=3.31. (2) Drug 1: CC1C(C(=O)NC(C(=O)N2CCCC2C(=O)N(CC(=O)N(C(C(=O)O1)C(C)C)C)C)C(C)C)NC(=O)C3=C4C(=C(C=C3)C)OC5=C(C(=O)C(=C(C5=N4)C(=O)NC6C(OC(=O)C(N(C(=O)CN(C(=O)C7CCCN7C(=O)C(NC6=O)C(C)C)C)C)C(C)C)C)N)C. Drug 2: CC(C)CN1C=NC2=C1C3=CC=CC=C3N=C2N. Cell line: BT-549. Synergy scores: CSS=-0.180, Synergy_ZIP=-4.67, Synergy_Bliss=-1.41, Synergy_Loewe=-11.4, Synergy_HSA=-3.75.